Predict the reactants needed to synthesize the given product. From a dataset of Full USPTO retrosynthesis dataset with 1.9M reactions from patents (1976-2016). (1) Given the product [C:1]([O:5][C:6]([NH:8][C@H:9]([C:20]([O:22][CH:23]1[CH2:27][CH2:26][CH2:25][CH2:24]1)=[O:21])[CH2:10][CH2:11][O:12][Si:13]([C:16]([CH3:19])([CH3:18])[CH3:17])([CH3:15])[CH3:14])=[O:7])([CH3:4])([CH3:2])[CH3:3], predict the reactants needed to synthesize it. The reactants are: [C:1]([O:5][C:6]([NH:8][C@H:9]([C:20]([OH:22])=[O:21])[CH2:10][CH2:11][O:12][Si:13]([C:16]([CH3:19])([CH3:18])[CH3:17])([CH3:15])[CH3:14])=[O:7])([CH3:4])([CH3:3])[CH3:2].[CH:23]1(O)[CH2:27][CH2:26][CH2:25][CH2:24]1.C(Cl)CCl. (2) Given the product [CH:19]([C:18]1[N:14]([C:8]2[S:9][C:10]3[CH2:11][CH2:12][O:13][C:4]4[CH:3]=[C:2]([C:32]5[CH:33]=[N:34][NH:35][CH:36]=5)[CH:23]=[CH:22][C:5]=4[C:6]=3[N:7]=2)[N:15]=[CH:16][N:17]=1)([CH3:21])[CH3:20], predict the reactants needed to synthesize it. The reactants are: Br[C:2]1[CH:23]=[CH:22][C:5]2[C:6]3[N:7]=[C:8]([N:14]4[C:18]([CH:19]([CH3:21])[CH3:20])=[N:17][CH:16]=[N:15]4)[S:9][C:10]=3[CH2:11][CH2:12][O:13][C:4]=2[CH:3]=1.CC1(C)C(C)(C)OB([C:32]2[CH:33]=[N:34][NH:35][CH:36]=2)O1.C(=O)([O-])[O-].[Na+].[Na+]. (3) The reactants are: [CH3:1][CH:2]1[C:6](=[O:7])[CH2:5][CH2:4][C:3]1=[O:8].[NH2:9][C:10]1[CH:19]=[CH:18][C:13]([C:14]([O:16][CH3:17])=[O:15])=[CH:12][C:11]=1[Br:20]. Given the product [Br:20][C:11]1[CH:12]=[C:13]([CH:18]=[CH:19][C:10]=1[NH:9][C:6]1[CH2:5][CH2:4][C:3](=[O:8])[C:2]=1[CH3:1])[C:14]([O:16][CH3:17])=[O:15].[CH3:13][CH2:14][O:15][C:6]([CH3:2])=[O:7], predict the reactants needed to synthesize it. (4) Given the product [CH2:1]=[CH2:2].[C:37]([O:41][CH2:42][CH2:43][CH2:44][CH3:45])(=[O:40])[CH:38]=[CH2:39].[CH2:11]=[CH2:12].[C:58]([O:62][CH2:63][CH2:64][CH2:65][CH3:66])(=[O:61])[CH:59]=[CH2:60], predict the reactants needed to synthesize it. The reactants are: [CH3:1][C@@H:2]1OC(=O)[C@H](C)OC1=O.[C:11](N)(=O)[CH2:12]CCCCCCCCCCCCCCCCCCCC.C=C.[C:37]([O:41][CH2:42][CH2:43][CH2:44][CH3:45])(=[O:40])[CH:38]=[CH2:39].C(OCC1OC1)(=O)C(C)=C.C=C.[C:58]([O:62][CH2:63][CH2:64][CH2:65][CH3:66])(=[O:61])[CH:59]=[CH2:60].C(OCC1OC1)(=O)C(C)=C. (5) The reactants are: [C:1]([O:5][C:6]([N:8]1[CH2:13][CH2:12][CH:11]([NH:14][C:15]([O:17][CH3:18])=[O:16])[CH2:10][CH2:9]1)=[O:7])([CH3:4])([CH3:3])[CH3:2].[H-].[Na+].I[CH3:22].OS([O-])(=O)=O.[K+]. Given the product [C:1]([O:5][C:6]([N:8]1[CH2:9][CH2:10][CH:11]([N:14]([C:15]([O:17][CH3:18])=[O:16])[CH3:22])[CH2:12][CH2:13]1)=[O:7])([CH3:4])([CH3:3])[CH3:2], predict the reactants needed to synthesize it.